From a dataset of Full USPTO retrosynthesis dataset with 1.9M reactions from patents (1976-2016). Predict the reactants needed to synthesize the given product. (1) The reactants are: [CH3:1][C:2]1[S:6][CH:5]=[C:4](/[CH:7]=[C:8](/[C@H:10]2[O:28][C:26](=[O:27])[CH2:25][C@H:24]([OH:29])[C@H:23]([CH3:30])[C:21](=[O:22])[C@H:20]([CH3:31])[C@@H:19]([OH:32])[C@@H:18]([CH3:33])[CH2:17][CH2:16][CH2:15][C@H:13]3O[C@H:12]3[CH2:11]2)\[CH3:9])[N:3]=1.CC1SC=C(/C=C(/[C@H]2OC(=O)C[C@H](O)C(C)(C)C(=O)[C@H](C)[C@@H](O)CCCCC=CC2)\C)N=1.CC1SC=C(/C=C(/[C@H]2OC(=O)C[C@H](O)C(C)(C)C(=O)C[C@@H](O)[C@@H](C)CCCC=CC2)\C)N=1.CC1SC=C(/C=C(/[C@H]2OC(=O)C[C@H](O)C(C)(C)C(=O)[C@H](C)[C@@H](O)C(C)=CCCC(C)=CC2)\C)N=1.CC1SC=C(/C=C(/[C@H]2OC(=O)C[C@H](O)[C@H](C)C(=O)[C@H](C)[C@@H](O)[C@@H](C)CCCC(C)=CC2)\C)N=1.CC1SC=C(/C=C(/[C@H]2OC(=O)C[C@H](O)C(C)(C)C(=O)[C@H](C)[C@@H](O)C(C)=CCCC=CC2)\C)N=1.CC1SC=C(/C=C(/[C@H]2OC(=O)C[C@H](O)[C@@H](C)C(=O)[C@H](C)[C@@H](O)[C@@H](C)CCCC(C)=CC2)\C)N=1.CC1SC=C(/C=C(/[C@H]2OC(=O)C[C@H](O)[C@H](C)C(=O)[C@H](C)[C@@H](O)[C@@H](C)CCCC=CC2)\C)N=1. Given the product [CH3:1][C:2]1[S:6][CH:5]=[C:4](/[CH:7]=[C:8](/[C@H:10]2[O:28][C:26](=[O:27])[CH2:25][C@H:24]([OH:29])[C@H:23]([CH3:30])[C:21](=[O:22])[C@H:20]([CH3:31])[C@@H:19]([OH:32])[C@@H:18]([CH3:33])[CH2:17][CH2:16][CH2:15][CH:13]=[CH:12][CH2:11]2)\[CH3:9])[N:3]=1, predict the reactants needed to synthesize it. (2) Given the product [Br:15][C:5]1[C:6]([NH2:12])=[C:7]([C:2]([NH2:1])=[CH:3][CH:4]=1)[C:8]([O:10][CH3:11])=[O:9], predict the reactants needed to synthesize it. The reactants are: [NH2:1][C:2]1[C:7]([C:8]([O:10][CH3:11])=[O:9])=[C:6]([N+:12]([O-])=O)[C:5]([Br:15])=[CH:4][CH:3]=1.C(O)C.C(O)(=O)C.C(O)=O. (3) Given the product [Cl:19][C:3]1[CH:4]=[C:5]([NH:12][C:13]2[N:17]=[C:16]([NH2:18])[NH:15][N:14]=2)[CH:6]=[C:7]([C:8]([F:11])([F:10])[F:9])[C:2]=1[C:30]1[CH:29]=[CH:28][C:27]([N:24]2[CH2:25][CH2:26][N:21]([CH3:20])[CH2:22][CH2:23]2)=[CH:32][CH:31]=1, predict the reactants needed to synthesize it. The reactants are: Br[C:2]1[C:7]([C:8]([F:11])([F:10])[F:9])=[CH:6][C:5]([NH:12][C:13]2[N:17]=[C:16]([NH2:18])[NH:15][N:14]=2)=[CH:4][C:3]=1[Cl:19].[CH3:20][N:21]1[CH2:26][CH2:25][N:24]([C:27]2[CH:32]=[CH:31][C:30](B3OC(C)(C)C(C)(C)O3)=[CH:29][CH:28]=2)[CH2:23][CH2:22]1.C(=O)([O-])[O-].[K+].[K+].C(COC)OC. (4) Given the product [Br:30][C:27]1[N:28]=[CH:29][C:24]([NH:23][C:10](=[O:11])[CH:9]([C:13]2[CH:14]=[CH:15][C:16]([S:19]([CH3:22])(=[O:20])=[O:21])=[CH:17][CH:18]=2)[CH2:8][C:5]2[CH:4]=[CH:3][C:2]([F:1])=[CH:7][CH:6]=2)=[N:25][CH:26]=1, predict the reactants needed to synthesize it. The reactants are: [F:1][C:2]1[CH:7]=[CH:6][C:5]([CH2:8][CH:9]([C:13]2[CH:18]=[CH:17][C:16]([S:19]([CH3:22])(=[O:21])=[O:20])=[CH:15][CH:14]=2)[C:10](O)=[O:11])=[CH:4][CH:3]=1.[NH2:23][C:24]1[CH:29]=[N:28][C:27]([Br:30])=[CH:26][N:25]=1.CCN=C=NCCCN(C)C.Cl. (5) Given the product [O:1]1[CH:5]=[N:4][N:3]=[C:2]1[C:6]1[CH:11]=[C:10]([O:59][C:41]2[CH:40]=[C:39]([NH:38][C:28](=[O:30])[CH2:27][C:24]3[CH:25]=[CH:26][C:21]([F:20])=[C:22]([C:31]([F:34])([F:33])[F:32])[CH:23]=3)[CH:44]=[CH:43][CH:42]=2)[CH:9]=[CH:8][N:7]=1, predict the reactants needed to synthesize it. The reactants are: [O:1]1[CH:5]=[N:4][N:3]=[C:2]1[C:6]1[C:11](OC2C=CC(N)=CC=2)=[CH:10][CH:9]=[CH:8][N:7]=1.[F:20][C:21]1[CH:26]=[CH:25][C:24]([CH2:27][C:28]([OH:30])=O)=[CH:23][C:22]=1[C:31]([F:34])([F:33])[F:32].ON1[C:40]2[CH:41]=[CH:42][CH:43]=[CH:44][C:39]=2[N:38]=N1.Cl.CN(C)CCCN=C=NCC.C(OCC)(=[O:59])C.